Predict which catalyst facilitates the given reaction. From a dataset of Catalyst prediction with 721,799 reactions and 888 catalyst types from USPTO. (1) Reactant: [C:1]1([N:7]2[C:11]3[CH:12]=[CH:13][CH:14]=[CH:15][C:10]=3[N:9]=[C:8]2[CH:16]([NH2:18])[CH3:17])[CH:6]=[CH:5][CH:4]=[CH:3][CH:2]=1.Cl[C:20]1[N:28]=[CH:27][N:26]=[C:25]2[C:21]=1[N:22]=[CH:23][NH:24]2.C(O)CCC. Product: [C:1]1([N:7]2[C:11]3[CH:12]=[CH:13][CH:14]=[CH:15][C:10]=3[N:9]=[C:8]2[CH:16]([NH:18][C:20]2[N:28]=[CH:27][N:26]=[C:25]3[C:21]=2[N:22]=[CH:23][NH:24]3)[CH3:17])[CH:2]=[CH:3][CH:4]=[CH:5][CH:6]=1. The catalyst class is: 254. (2) Reactant: [CH3:1][O:2][C:3](=[O:32])[CH2:4][CH2:5][C:6]1[CH:11]=[CH:10][C:9]([O:12][CH2:13][CH:14]([C:16]2[O:20][C:19]([C:21]3[CH:26]=[CH:25][C:24](Br)=[CH:23][CH:22]=3)=[N:18][C:17]=2[CH:28]([CH3:30])[CH3:29])[CH3:15])=[CH:8][C:7]=1[CH3:31].[B:33]1([B:33]2[O:37][C:36]([CH3:39])([CH3:38])[C:35]([CH3:41])([CH3:40])[O:34]2)[O:37][C:36]([CH3:39])([CH3:38])[C:35]([CH3:41])([CH3:40])[O:34]1.CC([O-])=O.[K+]. Product: [CH3:1][O:2][C:3](=[O:32])[CH2:4][CH2:5][C:6]1[CH:11]=[CH:10][C:9]([O:12][CH2:13][CH:14]([C:16]2[O:20][C:19]([C:21]3[CH:26]=[CH:25][C:24]([B:33]4[O:37][C:36]([CH3:39])([CH3:38])[C:35]([CH3:41])([CH3:40])[O:34]4)=[CH:23][CH:22]=3)=[N:18][C:17]=2[CH:28]([CH3:30])[CH3:29])[CH3:15])=[CH:8][C:7]=1[CH3:31]. The catalyst class is: 16. (3) Reactant: ClCCl.CC1(C)C(C)(C)OB([C:12]2[CH:13]=[CH:14][C:15]([CH2:18][CH2:19][C:20]#[N:21])=[N:16][CH:17]=2)O1.[Cl:23][CH:24]([Cl:40])[C:25]([NH:27][C@H:28]([CH2:38][F:39])[C@H:29]([OH:37])[C:30]1[CH:35]=[CH:34][C:33](I)=[CH:32][CH:31]=1)=[O:26].C(=O)([O-])[O-].[Cs+].[Cs+]. Product: [Cl:23][CH:24]([Cl:40])[C:25]([NH:27][C@H:28]([CH2:38][F:39])[C@@H:29]([C:30]1[CH:31]=[CH:32][C:33]([C:12]2[CH:17]=[N:16][C:15]([CH2:18][CH2:19][C:20]#[N:21])=[CH:14][CH:13]=2)=[CH:34][CH:35]=1)[OH:37])=[O:26]. The catalyst class is: 423. (4) Reactant: [BH4-].[Na+].[O:3]=[C:4]([C:20]1[CH:25]=[CH:24][CH:23]=[CH:22][CH:21]=1)[CH:5]([CH2:9][C:10]1[CH:15]=[CH:14][C:13]([C:16]([F:19])([F:18])[F:17])=[CH:12][CH:11]=1)[C:6]([OH:8])=[O:7].Cl.[CH2:27](OCC)[CH3:28]. Product: [OH:3][CH:4]([C:20]1[CH:25]=[CH:24][CH:23]=[CH:22][CH:21]=1)[CH:5]([CH2:9][C:10]1[CH:15]=[CH:14][C:13]([C:16]([F:17])([F:18])[F:19])=[CH:12][CH:11]=1)[C:6]([O:8][CH2:27][CH3:28])=[O:7]. The catalyst class is: 530. (5) Reactant: C(=O)([O-])[O-].[K+].[K+].[CH3:7][O:8][C:9](=[O:35])[NH:10][C@H:11]([C:15]([N:17]1[CH2:21][CH2:20][CH2:19][C@H:18]1[C:22]1[NH:23][CH:24]=[C:25]([C:27]2[CH:32]=[CH:31][C:30](Br)=[C:29]([CH3:34])[CH:28]=2)[N:26]=1)=[O:16])[CH:12]([CH3:14])[CH3:13].[CH3:36][C:37]1[CH:38]=[C:39]([NH2:52])[CH:40]=[CH:41][C:42]=1B1OC(C)(C)C(C)(C)O1.C1(C)C=CC=CC=1.O. Product: [CH3:7][O:8][C:9](=[O:35])[NH:10][C@H:11]([C:15]([N:17]1[CH2:21][CH2:20][CH2:19][C@H:18]1[C:22]1[NH:23][CH:24]=[C:25]([C:27]2[CH:32]=[CH:31][C:30]([C:42]3[CH:41]=[CH:40][C:39]([NH2:52])=[CH:38][C:37]=3[CH3:36])=[C:29]([CH3:34])[CH:28]=2)[N:26]=1)=[O:16])[CH:12]([CH3:14])[CH3:13]. The catalyst class is: 73. (6) Reactant: [CH3:1][C:2]([CH3:32])([CH3:31])[C:3]([C:5]1[C:13]2[C:8](=[N:9][CH:10]=[C:11]([NH:14][C:15]3[CH:22]=[CH:21][C:18]([CH:19]=O)=[CH:17][CH:16]=3)[N:12]=2)[N:7]([CH2:23][O:24][CH2:25][CH2:26][Si:27]([CH3:30])([CH3:29])[CH3:28])[CH:6]=1)=[O:4].[O:33]=[C:34]([N:38]1[CH2:43][CH2:42][CH2:41][CH2:40][CH2:39]1)[CH2:35][C:36]#[N:37].N1CCCCC1. Product: [CH3:1][C:2]([CH3:32])([CH3:31])[C:3]([C:5]1[C:13]2[C:8](=[N:9][CH:10]=[C:11]([NH:14][C:15]3[CH:22]=[CH:21][C:18]([CH:19]=[C:35]([C:34]([N:38]4[CH2:43][CH2:42][CH2:41][CH2:40][CH2:39]4)=[O:33])[C:36]#[N:37])=[CH:17][CH:16]=3)[N:12]=2)[N:7]([CH2:23][O:24][CH2:25][CH2:26][Si:27]([CH3:30])([CH3:28])[CH3:29])[CH:6]=1)=[O:4]. The catalyst class is: 5.